From a dataset of Catalyst prediction with 721,799 reactions and 888 catalyst types from USPTO. Predict which catalyst facilitates the given reaction. (1) Reactant: [CH2:1]1[S:7][C:5](=[O:6])[NH:4][C:2]1=[O:3].C([Li])CCC.[F:13][C:14]1[CH:19]=[CH:18][C:17]([C:20]2[O:21][C:22]([CH3:36])=[C:23]([CH2:25][O:26][C@@H:27]3[CH2:32][CH2:31][CH2:30][C@H:29](CC=O)[CH2:28]3)[N:24]=2)=[CH:16][CH:15]=1.Cl.[O:38]1CC[CH2:40][CH2:39]1. Product: [F:13][C:14]1[CH:15]=[CH:16][C:17]([C:20]2[O:21][C:22]([CH3:36])=[C:23]([CH2:25][O:26][C@@H:27]3[CH2:32][CH2:31][CH2:30][C@H:29]([O:38][CH2:39][CH:40]=[C:1]4[S:7][C:5](=[O:6])[NH:4][C:2]4=[O:3])[CH2:28]3)[N:24]=2)=[CH:18][CH:19]=1. The catalyst class is: 81. (2) Reactant: [C:1]1(=[O:7])[NH:5][C:4](=[O:6])[CH2:3][CH2:2]1.CCN(C(C)C)C(C)C.Br[CH2:18][C:19]1[CH:28]=[C:27]2[C:22]([C:23]([Cl:31])=[CH:24][C:25]([C:29]#[N:30])=[N:26]2)=[CH:21][CH:20]=1. Product: [Cl:31][C:23]1[C:22]2[C:27](=[CH:28][C:19]([CH2:18][N:5]3[C:4](=[O:6])[CH2:3][CH2:2][C:1]3=[O:7])=[CH:20][CH:21]=2)[N:26]=[C:25]([C:29]#[N:30])[CH:24]=1. The catalyst class is: 10. (3) Reactant: C([Si](C)(C)[N:6]1[C:14]2[C:9](=[CH:10][CH:11]=[C:12]([CH2:15][CH2:16][C:17]([O:20][Si](C(C)(C)C)(C)C)([CH3:19])[CH3:18])[CH:13]=2)[CH:8]=[CH:7]1)(C)(C)C.Cl[C:31]1[CH:36]=[CH:35][N:34]=[C:33]([NH:37][CH:38]2[CH2:43][C:42]([CH3:45])([CH3:44])[NH:41][C:40]([CH3:47])([CH3:46])[CH2:39]2)[N:32]=1. Product: [CH3:19][C:17]([OH:20])([CH2:16][CH2:15][C:12]1[CH:13]=[C:14]2[C:9]([C:8]([C:35]3[CH:36]=[CH:31][N:32]=[C:33]([NH:37][CH:38]4[CH2:43][C:42]([CH3:45])([CH3:44])[NH:41][C:40]([CH3:47])([CH3:46])[CH2:39]4)[N:34]=3)=[CH:7][NH:6]2)=[CH:10][CH:11]=1)[CH3:18]. The catalyst class is: 17. (4) Reactant: [NH2:1][C:2]1[CH:3]=[C:4]([C:18]([OH:20])=[O:19])[CH:5]=[C:6]([C:8]2[CH:13]=[CH:12][C:11]([O:14][CH3:15])=[C:10]([O:16][CH3:17])[CH:9]=2)[CH:7]=1.[CH3:21][O:22][C:23]1[N:28]=[C:27]([O:29][CH3:30])[C:26]([C:31]2[CH:40]=[C:39]3[C:34]([C:35](Cl)=[C:36]([C:41]([NH2:43])=[O:42])[CH:37]=[N:38]3)=[CH:33][CH:32]=2)=[CH:25][N:24]=1. Product: [NH2:43][C:41]([C:36]1[CH:37]=[N:38][C:39]2[C:34]([C:35]=1[NH:1][C:2]1[CH:3]=[C:4]([C:18]([OH:20])=[O:19])[CH:5]=[C:6]([C:8]3[CH:13]=[CH:12][C:11]([O:14][CH3:15])=[C:10]([O:16][CH3:17])[CH:9]=3)[CH:7]=1)=[CH:33][CH:32]=[C:31]([C:26]1[C:27]([O:29][CH3:30])=[N:28][C:23]([O:22][CH3:21])=[N:24][CH:25]=1)[CH:40]=2)=[O:42]. The catalyst class is: 15.